Dataset: Forward reaction prediction with 1.9M reactions from USPTO patents (1976-2016). Task: Predict the product of the given reaction. Given the reactants [Br:1][C:2]1[C:3](=[O:28])[N:4]([C:17]2[CH:22]=[C:21]([C:23](=O)[C:24]#[CH:25])[CH:20]=[CH:19][C:18]=2[CH3:27])[C:5]([CH3:16])=[N:6][C:7]=1[O:8][CH2:9][C:10]1[N:11]=[C:12]([CH3:15])[S:13][CH:14]=1.Cl.[OH:30][C:31]([CH3:36])([CH3:35])[C:32]([NH2:34])=[NH:33].C(=O)([O-])[O-].[K+].[K+], predict the reaction product. The product is: [Br:1][C:2]1[C:3](=[O:28])[N:4]([C:17]2[CH:22]=[C:21]([C:23]3[CH:24]=[CH:25][N:34]=[C:32]([C:31]([OH:30])([CH3:36])[CH3:35])[N:33]=3)[CH:20]=[CH:19][C:18]=2[CH3:27])[C:5]([CH3:16])=[N:6][C:7]=1[O:8][CH2:9][C:10]1[N:11]=[C:12]([CH3:15])[S:13][CH:14]=1.